Dataset: Catalyst prediction with 721,799 reactions and 888 catalyst types from USPTO. Task: Predict which catalyst facilitates the given reaction. Reactant: [CH2:1]([N:8]1[CH:16]=[C:15]2[C:10]([CH:11]=[C:12]([C:17]3[CH:18]=[C:19]([C:27]4[CH:36]=[C:35]5[C:30]([CH2:31][CH2:32][NH:33][CH2:34]5)=[CH:29][CH:28]=4)[N:20]4[C:25]=3[C:24]([NH2:26])=[N:23][CH:22]=[N:21]4)[CH:13]=[CH:14]2)=[N:9]1)[C:2]1[CH:7]=[CH:6][CH:5]=[CH:4][CH:3]=1.[CH3:37][N:38]([CH3:42])[C:39](Cl)=[O:40].C(N(CC)CC)C. Product: [CH3:37][N:38]([CH3:42])[C:39]([N:33]1[CH2:32][CH2:31][C:30]2[C:35](=[CH:36][C:27]([C:19]3[N:20]4[C:25]([C:24]([NH2:26])=[N:23][CH:22]=[N:21]4)=[C:17]([C:12]4[CH:13]=[CH:14][C:15]5[C:10]([CH:11]=4)=[N:9][N:8]([CH2:1][C:2]4[CH:3]=[CH:4][CH:5]=[CH:6][CH:7]=4)[CH:16]=5)[CH:18]=3)=[CH:28][CH:29]=2)[CH2:34]1)=[O:40]. The catalyst class is: 1.